This data is from Catalyst prediction with 721,799 reactions and 888 catalyst types from USPTO. The task is: Predict which catalyst facilitates the given reaction. Reactant: [NH2:1][C@@H:2]1[C:10]2[C:5](=[CH:6][CH:7]=[CH:8][CH:9]=2)[CH2:4][C@@H:3]1[OH:11].[C:12]([O:16][C:17](O[C:17]([O:16][C:12]([CH3:15])([CH3:14])[CH3:13])=[O:18])=[O:18])([CH3:15])([CH3:14])[CH3:13]. Product: [OH:11][C@H:3]1[CH2:4][C:5]2[C:10](=[CH:9][CH:8]=[CH:7][CH:6]=2)[C@H:2]1[NH:1][C:17](=[O:18])[O:16][C:12]([CH3:15])([CH3:14])[CH3:13]. The catalyst class is: 2.